Dataset: Forward reaction prediction with 1.9M reactions from USPTO patents (1976-2016). Task: Predict the product of the given reaction. Given the reactants [CH3:1][N:2]1[CH:6]=[CH:5][N:4]=[C:3]1[C:7]1[CH:16]=[CH:15][C:14]2[C:9](=[C:10]([C:18]3[CH:23]=[CH:22][C:21]([C:24]4[CH:25]=[N:26][N:27]([CH3:29])[CH:28]=4)=[CH:20][CH:19]=3)[CH:11]=[N+:12]([O-])[CH:13]=2)[N:8]=1.[N:30]1C=CC=CC=1.[Cl-].C(CN)O, predict the reaction product. The product is: [CH3:1][N:2]1[CH:6]=[CH:5][N:4]=[C:3]1[C:7]1[CH:16]=[CH:15][C:14]2[C:13]([NH2:30])=[N:12][CH:11]=[C:10]([C:18]3[CH:23]=[CH:22][C:21]([C:24]4[CH:25]=[N:26][N:27]([CH3:29])[CH:28]=4)=[CH:20][CH:19]=3)[C:9]=2[N:8]=1.